Dataset: NCI-60 drug combinations with 297,098 pairs across 59 cell lines. Task: Regression. Given two drug SMILES strings and cell line genomic features, predict the synergy score measuring deviation from expected non-interaction effect. (1) Drug 1: C1C(C(OC1N2C=NC3=C(N=C(N=C32)Cl)N)CO)O. Drug 2: CC=C1C(=O)NC(C(=O)OC2CC(=O)NC(C(=O)NC(CSSCCC=C2)C(=O)N1)C(C)C)C(C)C. Synergy scores: CSS=94.9, Synergy_ZIP=-4.14, Synergy_Bliss=-4.79, Synergy_Loewe=-2.73, Synergy_HSA=0.0989. Cell line: UACC62. (2) Drug 1: C1CC(=O)NC(=O)C1N2CC3=C(C2=O)C=CC=C3N. Drug 2: C1=CN(C(=O)N=C1N)C2C(C(C(O2)CO)O)O.Cl. Cell line: PC-3. Synergy scores: CSS=27.4, Synergy_ZIP=-10.6, Synergy_Bliss=-4.44, Synergy_Loewe=-17.2, Synergy_HSA=-0.422. (3) Drug 1: C1=CC(=CC=C1CC(C(=O)O)N)N(CCCl)CCCl.Cl. Drug 2: C1=CN(C(=O)N=C1N)C2C(C(C(O2)CO)O)O.Cl. Cell line: K-562. Synergy scores: CSS=44.8, Synergy_ZIP=-0.112, Synergy_Bliss=1.70, Synergy_Loewe=-7.73, Synergy_HSA=2.21. (4) Drug 1: CC1=CC2C(CCC3(C2CCC3(C(=O)C)OC(=O)C)C)C4(C1=CC(=O)CC4)C. Drug 2: CC(C)CN1C=NC2=C1C3=CC=CC=C3N=C2N. Cell line: HCT116. Synergy scores: CSS=9.12, Synergy_ZIP=-0.137, Synergy_Bliss=5.74, Synergy_Loewe=4.72, Synergy_HSA=5.08.